From a dataset of Catalyst prediction with 721,799 reactions and 888 catalyst types from USPTO. Predict which catalyst facilitates the given reaction. (1) Reactant: C([O:8][C:9]1[C:10](=[O:37])[N:11]([CH3:36])[C:12]([CH:27]([OH:35])[CH2:28][C:29]2[CH:34]=[CH:33][CH:32]=[CH:31][CH:30]=2)=[C:13]([C:15]2[CH:16]=[C:17]([C:21]3[CH:26]=[CH:25][CH:24]=[CH:23][CH:22]=3)[CH:18]=[CH:19][CH:20]=2)[CH:14]=1)C1C=CC=CC=1. Product: [C:17]1([C:21]2[CH:26]=[CH:25][CH:24]=[CH:23][CH:22]=2)[CH:18]=[CH:19][CH:20]=[C:15]([C:13]2[CH:14]=[C:9]([OH:8])[C:10](=[O:37])[N:11]([CH3:36])[C:12]=2[CH:27]([OH:35])[CH2:28][C:29]2[CH:34]=[CH:33][CH:32]=[CH:31][CH:30]=2)[CH:16]=1. The catalyst class is: 19. (2) Reactant: [CH2:1]1[N:6]2[CH2:7][N:8]3[CH2:10][N:4]([CH2:5]2)[CH2:3][N:2]1[CH2:9]3.[Cl:11][C:12]1[S:13][C:14]([CH2:17]Cl)=[CH:15][CH:16]=1. Product: [Cl:11][C:12]1[S:13][C:14]([CH2:17][CH:1]2[N:6]3[CH2:5][N:4]4[CH2:10][N:8]([CH2:9][N:2]2[CH2:3]4)[CH2:7]3)=[CH:15][CH:16]=1. The catalyst class is: 22. (3) Reactant: [C:1]([O:5][C:6]([N:8]1[CH2:12][CH2:11][CH2:10][C@H:9]1[C:13]1[O:17][N:16]=[C:15]([CH:18]2[CH2:21][NH:20][CH2:19]2)[N:14]=1)=[O:7])([CH3:4])([CH3:3])[CH3:2].C(N(CC)CC)C.[CH3:29][S:30](Cl)(=[O:32])=[O:31]. Product: [C:1]([O:5][C:6]([N:8]1[CH2:12][CH2:11][CH2:10][C@H:9]1[C:13]1[O:17][N:16]=[C:15]([CH:18]2[CH2:19][N:20]([S:30]([CH3:29])(=[O:32])=[O:31])[CH2:21]2)[N:14]=1)=[O:7])([CH3:4])([CH3:2])[CH3:3]. The catalyst class is: 4. (4) The catalyst class is: 52. Product: [Cl:1][C:2]1[S:3][C:4]([C:14]([O:16][CH3:17])=[O:15])=[C:5]([C:7]2[O:13][N:10]=[CH:9][CH:8]=2)[N:6]=1. Reactant: [Cl:1][C:2]1[S:3][C:4]([C:14]([O:16][CH3:17])=[O:15])=[C:5]([C:7](=[O:13])/[CH:8]=[CH:9]/[N:10](C)C)[N:6]=1.Cl.NO.